Binary Classification. Given a miRNA mature sequence and a target amino acid sequence, predict their likelihood of interaction. From a dataset of Experimentally validated miRNA-target interactions with 360,000+ pairs, plus equal number of negative samples. (1) The miRNA is hsa-miR-548aj-5p with sequence UGCAAAAGUAAUUGCAGUUUUUG. The protein sequence of the target gene is MAASRSTRVTRSTVGLNGLDESFCGRTLRNRSIAHPEEISSNSQVRSRSPKKRPEPVPIQKGNNNGRTTDLKQQSTRESWVSPRKRGLSSSEKDNIERQAIENCERRQTEPVSPVLKRIKRCLRSEAPNSSEEDSPIKSDKESVEQRSTVVDNDADFQGTKRACRCLILDDCEKREIKKVNVSEEGPLNSAVVEEITGYLAVNGVDDSDSAVINCDDCQPDGNTKQNSIGSYVLQEKSVAENGDTDTQTSMFLDSRKEDSYIDHKVPCTDSQVQVKLEDHKIVTACLPVEHVNQLTTEPA.... Result: 1 (interaction). (2) The miRNA is hsa-miR-3622b-5p with sequence AGGCAUGGGAGGUCAGGUGA. The protein sequence of the target gene is MPLEQRSQHCKPEEGLEARGEALGLVGAQAPATEEQEAASSSSTLVEVTLGEVPAAESPDPPQSPQGASSLPTTMNYPLWSQSYEDSSNQEEEGPSTFPDLESEFQAALSRKVAKLVHFLLLKYRAREPVTKAEMLGSVVGNWQYFFPVIFSKASDSLQLVFGIELMEVDPIGHVYIFATCLGLSYDGLLGDNQIMPKTGFLIIILAIIAKEGDCAPEEKIWEELSVLEVFEGREDSIFGDPKKLLTQYFVQENYLEYRQVPGSDPACYEFLWGPRALIETSYVKVLHHMVKISGGPRIS.... Result: 0 (no interaction). (3) The miRNA is cel-miR-53-5p with sequence CACCCGUACAUUUGUUUCCGUGCU. The protein sequence of the target gene is MAGPVLTLGLLAALVVCALPGSWGLNEEQRLIQHLFNEKGYDKDLRPVARKEDKVDVALSLTLSNLISLKEVEETLTTNVWIDHAWVDSRLQWDANDFGNITVLRLPPDMVWLPEIVLENNNDGSFQISYACNVLVYDSGYVTWLPPAIFRSSCPISVTYFPFDWQNCSLKFSSLKYTAKEITLSLKQEEENNRSYPIEWIIIDPEGFTENGEWEIVHRAAKLNVDPSVPMDSTNHQDVTFYLIIRRKPLFYIINILVPCVLISFMINLVFYLPGDCGEKTSVAISVLLAQSVFLLLISK.... Result: 0 (no interaction). (4) The miRNA is xla-miR-1b with sequence UGGAAUGUUAAGAAGUAUGUA. The protein sequence of the target gene is MSRERPPGTDIPRNLSFIAALTERAYYRSQRPSLEEEPEEEPGEGGTRFGARSRAHAPSRGRRARSAPAGGGGARAPRSRSPDTRKRVRFADALGLELAVVRRFRPGELPRVPRHVQIQLQRDALRHFAPCQPRARGLQEARAALEPASEPGFAARLLTQRICLERAEAGPLGVAGSARVVDLAYEKRVSVRWSADGWRSQREAPAAYAGPAPPPPRADRFAFRLPAPPIGGALLFALRYRVTGHEFWDNNGGRDYALRGPEHPGSGGAPEPQGWIHFI. Result: 0 (no interaction). (5) The miRNA is hsa-miR-6865-5p with sequence UAGGUGGCAGAGGAGGGACUUCA. The protein sequence of the target gene is MSPHPEAITDCVTLNTVGQLAEGGYPLRFSTLFQEQQKMNISQASVSFKDVTIEFTQEEWQQMAPVQKNLYRDVMLENYSNLVSVGYCCFKPEVIFKLEQGEEPWFSEEEFSNQSHPKDYRGDDLIKQNKKIKDKHLEQAICINNKTLTTEEEKVLGKPFTLHVAAVASTKMSCKCNSWEVNLQSISEFIINNRNYSTKKIGCGNVCENSPFKINFEKTQTGEKFYEHNKNMKALNYNENLPKHPKFQTLEQAFECNKIGKAFNDKANCVKHNSSHTGETSSKDDEFRKNCDKKTLFDHR.... Result: 0 (no interaction).